Dataset: Peptide-MHC class I binding affinity with 185,985 pairs from IEDB/IMGT. Task: Regression. Given a peptide amino acid sequence and an MHC pseudo amino acid sequence, predict their binding affinity value. This is MHC class I binding data. (1) The peptide sequence is EGFDPRALI. The MHC is HLA-B40:01 with pseudo-sequence HLA-B40:01. The binding affinity (normalized) is 0.213. (2) The peptide sequence is REKIDGVKL. The MHC is Mamu-A11 with pseudo-sequence Mamu-A11. The binding affinity (normalized) is 0.945. (3) The peptide sequence is RSRPSGDLRQR. The MHC is Mamu-A02 with pseudo-sequence Mamu-A02. The binding affinity (normalized) is 0.240. (4) The peptide sequence is NSSKVSQNY. The MHC is Mamu-A2201 with pseudo-sequence Mamu-A2201. The binding affinity (normalized) is 0.755. (5) The peptide sequence is ITLWQRPLV. The MHC is HLA-B53:01 with pseudo-sequence HLA-B53:01. The binding affinity (normalized) is 0.0357. (6) The MHC is HLA-B48:01 with pseudo-sequence HLA-B48:01. The binding affinity (normalized) is 0.0847. The peptide sequence is YRIMTRGLL. (7) The peptide sequence is LTYKYNQFY. The MHC is HLA-A01:01 with pseudo-sequence HLA-A01:01. The binding affinity (normalized) is 0.770. (8) The peptide sequence is RLGLVLDDY. The MHC is HLA-A31:01 with pseudo-sequence HLA-A31:01. The binding affinity (normalized) is 0.